Dataset: Peptide-MHC class II binding affinity with 134,281 pairs from IEDB. Task: Regression. Given a peptide amino acid sequence and an MHC pseudo amino acid sequence, predict their binding affinity value. This is MHC class II binding data. (1) The peptide sequence is GELQIVDKIDACFKI. The MHC is DRB1_0101 with pseudo-sequence DRB1_0101. The binding affinity (normalized) is 0.457. (2) The peptide sequence is ITYGETGGNSPVQEF. The MHC is DRB1_0802 with pseudo-sequence DRB1_0802. The binding affinity (normalized) is 0.187. (3) The binding affinity (normalized) is 0.296. The peptide sequence is GELQIVDYIDAAFKI. The MHC is DRB3_0202 with pseudo-sequence DRB3_0202.